From a dataset of Full USPTO retrosynthesis dataset with 1.9M reactions from patents (1976-2016). Predict the reactants needed to synthesize the given product. (1) The reactants are: C(O)(=O)C.[F:5][C:6]1[S:10][C:9]([C:11](=[NH:13])[NH2:12])=[N:8][CH:7]=1.[Cl:14][C:15]1[CH:22]=[C:21]([F:23])[CH:20]=[CH:19][C:16]=1[CH:17]=O.O=[C:25]([CH3:32])[CH2:26][C:27]([O:29][CH2:30][CH3:31])=[O:28]. Given the product [Cl:14][C:15]1[CH:22]=[C:21]([F:23])[CH:20]=[CH:19][C:16]=1[CH:17]1[C:26]([C:27]([O:29][CH2:30][CH3:31])=[O:28])=[C:25]([CH3:32])[NH:12][C:11]([C:9]2[S:10][C:6]([F:5])=[CH:7][N:8]=2)=[N:13]1, predict the reactants needed to synthesize it. (2) Given the product [CH:5](/[CH:4]1[O:20][C@H:19]([C:21]([O:23][CH:24]([CH3:26])[CH3:25])=[O:22])[C@@H:17]([C:11]([O:13][CH:14]([CH3:15])[CH3:16])=[O:12])[O:18]1)=[CH:6]\[CH3:7], predict the reactants needed to synthesize it. The reactants are: C(O[CH:4](OCC)/[CH:5]=[CH:6]/[CH3:7])C.[C:11]([C@H:17]([C@@H:19]([C:21]([O:23][CH:24]([CH3:26])[CH3:25])=[O:22])[OH:20])[OH:18])([O:13][CH:14]([CH3:16])[CH3:15])=[O:12].